From a dataset of Full USPTO retrosynthesis dataset with 1.9M reactions from patents (1976-2016). Predict the reactants needed to synthesize the given product. (1) Given the product [Cl:1][C:2]1[CH:16]=[CH:15][C:5]([CH2:6][N:7]2[CH:12]=[C:11]([C:23]3[CH:24]=[N:25][C:20]([O:19][CH3:18])=[CH:21][CH:22]=3)[CH:10]=[CH:9][C:8]2=[O:14])=[C:4]([F:17])[CH:3]=1, predict the reactants needed to synthesize it. The reactants are: [Cl:1][C:2]1[CH:16]=[CH:15][C:5]([CH2:6][N:7]2[CH:12]=[C:11](Br)[CH:10]=[CH:9][C:8]2=[O:14])=[C:4]([F:17])[CH:3]=1.[CH3:18][O:19][C:20]1[N:25]=[CH:24][C:23](B(O)O)=[CH:22][CH:21]=1. (2) The reactants are: [C:1]([S:14]([NH2:17])(=[O:16])=[O:15])([C:4]([C:7]([C:10]([F:13])([F:12])[F:11])([F:9])[F:8])([F:6])[F:5])([F:3])[F:2].[OH-].[Na+].Cl[CH2:21][C:22]([O:24][Na:25])=[O:23]. Given the product [C:1]([S:14]([NH:17][CH2:21][C:22]([O:24][Na:25])=[O:23])(=[O:16])=[O:15])([C:4]([C:7]([C:10]([F:13])([F:11])[F:12])([F:9])[F:8])([F:6])[F:5])([F:3])[F:2], predict the reactants needed to synthesize it. (3) Given the product [NH2:16][C:15]1[CH:14]=[C:13]([N:6]2[C:2](=[O:1])[CH2:3][CH2:4][C@H:5]2[C:7]([O:9][CH2:10][CH3:11])=[O:8])[CH:19]=[CH:18][CH:17]=1, predict the reactants needed to synthesize it. The reactants are: [O:1]=[C:2]1[NH:6][C@H:5]([C:7]([O:9][CH2:10][CH3:11])=[O:8])[CH2:4][CH2:3]1.I[C:13]1[CH:14]=[C:15]([CH:17]=[CH:18][CH:19]=1)[NH2:16].C(=O)([O-])[O-].[Cs+].[Cs+]. (4) Given the product [N:1]1[O:5][N:4]=[C:3]2[CH:6]=[C:7]([C:10]3[CH:15]=[CH:14][C:13]([N:16]([CH3:17])[CH3:18])=[CH:12][C:11]=3[OH:19])[CH:8]=[CH:9][C:2]=12, predict the reactants needed to synthesize it. The reactants are: [N:1]1[O:5][N:4]=[C:3]2[CH:6]=[C:7]([C:10]3[CH:15]=[CH:14][C:13]([N:16]([CH3:18])[CH3:17])=[CH:12][C:11]=3[O:19]C)[CH:8]=[CH:9][C:2]=12.[Al](Br)(Br)Br. (5) Given the product [CH:21]1([NH:27][C:2]2[CH:7]=[C:6]([CH3:8])[N:5]=[C:4]([NH:9][C:10]([NH:11][C:12]3[CH:17]=[CH:16][C:15]([Cl:18])=[C:14]([Cl:19])[CH:13]=3)=[NH:20])[N:3]=2)[CH2:26][CH2:25][CH2:24][CH2:23][CH2:22]1, predict the reactants needed to synthesize it. The reactants are: Cl[C:2]1[CH:7]=[C:6]([CH3:8])[N:5]=[C:4]([NH:9][C:10](=[NH:20])[NH:11][C:12]2[CH:17]=[CH:16][C:15]([Cl:18])=[C:14]([Cl:19])[CH:13]=2)[N:3]=1.[CH:21]1([NH2:27])[CH2:26][CH2:25][CH2:24][CH2:23][CH2:22]1.C(N(C(C)C)CC)(C)C.C(OCC)(=O)C. (6) Given the product [CH:12]([C@@H:10]1[CH2:11][C@:9]1([NH:8][C:6](=[O:7])[O:5][C:1]([CH3:2])([CH3:3])[CH3:4])[C:14](=[O:16])[NH:36][S:33]([C:30]1([CH3:29])[CH2:32][CH2:31]1)(=[O:35])=[O:34])=[CH2:13], predict the reactants needed to synthesize it. The reactants are: [C:1]([O:5][C:6]([NH:8][C@:9]1([C:14]([OH:16])=O)[CH2:11][C@H:10]1[CH:12]=[CH2:13])=[O:7])([CH3:4])([CH3:3])[CH3:2].C(N1C=CN=C1)(N1C=CN=C1)=O.[CH3:29][C:30]1([S:33]([NH2:36])(=[O:35])=[O:34])[CH2:32][CH2:31]1.C1CCN2C(=NCCC2)CC1.Cl. (7) Given the product [CH:24]([NH:27][CH:2]([CH3:18])[C:3]([O:5][CH2:6][CH2:7][CH2:8][CH2:9][CH2:10][CH2:11][CH2:12][CH2:13][CH2:14][CH2:15][CH2:16][CH3:17])=[O:4])([CH3:26])[CH3:25], predict the reactants needed to synthesize it. The reactants are: Br[CH:2]([CH3:18])[C:3]([O:5][CH2:6][CH2:7][CH2:8][CH2:9][CH2:10][CH2:11][CH2:12][CH2:13][CH2:14][CH2:15][CH2:16][CH3:17])=[O:4].C(=O)(O)[O-].[Na+].[CH:24]([NH2:27])([CH3:26])[CH3:25].